This data is from NCI-60 drug combinations with 297,098 pairs across 59 cell lines. The task is: Regression. Given two drug SMILES strings and cell line genomic features, predict the synergy score measuring deviation from expected non-interaction effect. (1) Drug 1: C1=CN(C=N1)CC(O)(P(=O)(O)O)P(=O)(O)O. Drug 2: C1CN(CCN1C(=O)CCBr)C(=O)CCBr. Cell line: MDA-MB-231. Synergy scores: CSS=16.6, Synergy_ZIP=-4.15, Synergy_Bliss=0.943, Synergy_Loewe=4.11, Synergy_HSA=3.98. (2) Drug 1: C1CC(=O)NC(=O)C1N2CC3=C(C2=O)C=CC=C3N. Drug 2: CCC1(CC2CC(C3=C(CCN(C2)C1)C4=CC=CC=C4N3)(C5=C(C=C6C(=C5)C78CCN9C7C(C=CC9)(C(C(C8N6C)(C(=O)OC)O)OC(=O)C)CC)OC)C(=O)OC)O.OS(=O)(=O)O. Cell line: BT-549. Synergy scores: CSS=13.8, Synergy_ZIP=-1.08, Synergy_Bliss=-0.282, Synergy_Loewe=1.29, Synergy_HSA=1.37. (3) Drug 1: C1CCC(CC1)NC(=O)N(CCCl)N=O. Drug 2: CC1C(C(CC(O1)OC2CC(OC(C2O)C)OC3=CC4=CC5=C(C(=O)C(C(C5)C(C(=O)C(C(C)O)O)OC)OC6CC(C(C(O6)C)O)OC7CC(C(C(O7)C)O)OC8CC(C(C(O8)C)O)(C)O)C(=C4C(=C3C)O)O)O)O. Cell line: OVCAR-5. Synergy scores: CSS=8.56, Synergy_ZIP=-1.79, Synergy_Bliss=3.05, Synergy_Loewe=1.34, Synergy_HSA=1.53. (4) Drug 1: C1=NC2=C(N=C(N=C2N1C3C(C(C(O3)CO)O)O)F)N. Drug 2: CC1=C2C(C(=O)C3(C(CC4C(C3C(C(C2(C)C)(CC1OC(=O)C(C(C5=CC=CC=C5)NC(=O)OC(C)(C)C)O)O)OC(=O)C6=CC=CC=C6)(CO4)OC(=O)C)O)C)O. Cell line: SNB-19. Synergy scores: CSS=8.84, Synergy_ZIP=-7.40, Synergy_Bliss=-3.45, Synergy_Loewe=-4.94, Synergy_HSA=-4.55. (5) Drug 1: CC1C(C(CC(O1)OC2CC(CC3=C2C(=C4C(=C3O)C(=O)C5=C(C4=O)C(=CC=C5)OC)O)(C(=O)C)O)N)O.Cl. Drug 2: C1CC(C1)(C(=O)O)C(=O)O.[NH2-].[NH2-].[Pt+2]. Cell line: NCIH23. Synergy scores: CSS=71.4, Synergy_ZIP=3.22, Synergy_Bliss=3.23, Synergy_Loewe=5.43, Synergy_HSA=6.87. (6) Synergy scores: CSS=-1.94, Synergy_ZIP=-0.373, Synergy_Bliss=-1.96, Synergy_Loewe=-4.28, Synergy_HSA=-4.29. Cell line: HCT-15. Drug 2: C1CNP(=O)(OC1)N(CCCl)CCCl. Drug 1: CN(C)N=NC1=C(NC=N1)C(=O)N.